This data is from Catalyst prediction with 721,799 reactions and 888 catalyst types from USPTO. The task is: Predict which catalyst facilitates the given reaction. (1) Reactant: [C:1]1([C:7]2([C:10]([OH:12])=[O:11])[CH2:9][CH2:8]2)[CH:6]=[CH:5][CH:4]=[CH:3][CH:2]=1.[CH3:13]C1C=CC(S(O)(=O)=O)=CC=1.CCOC(C)=O. Product: [C:1]1([C:7]2([C:10]([O:12][CH3:13])=[O:11])[CH2:9][CH2:8]2)[CH:6]=[CH:5][CH:4]=[CH:3][CH:2]=1. The catalyst class is: 5. (2) Reactant: C(OCC)(=O)C.[CH3:7][O:8][C:9]1[CH:14]=[CH:13][C:12]([CH2:15][O:16][C:17]2[CH:22]=[CH:21][C:20]([CH:23]=[C:24]3C(=O)OC(C)(C)[O:26][C:25]3=[O:33])=[CH:19][CH:18]=2)=[CH:11][CH:10]=1.[BH4-].[Na+]. Product: [CH3:7][O:8][C:9]1[CH:10]=[CH:11][C:12]([CH2:15][O:16][C:17]2[CH:22]=[CH:21][C:20]([CH2:23][CH2:24][C:25]([OH:33])=[O:26])=[CH:19][CH:18]=2)=[CH:13][CH:14]=1. The catalyst class is: 14. (3) Reactant: [ClH:1].C(OCC)(=O)C.[CH2:8]([NH:22][C:23](=[O:42])[O:24][C:25]1[CH:30]=[CH:29][CH:28]=[CH:27][C:26]=1[CH2:31][CH2:32][C:33]([N:35]1[CH2:40][CH2:39][N:38]([CH3:41])[CH2:37][CH2:36]1)=[O:34])[CH2:9][CH2:10][CH2:11][CH2:12][CH2:13][CH2:14][CH2:15][CH2:16][CH2:17][CH2:18][CH2:19][CH2:20][CH3:21]. Product: [ClH:1].[CH2:8]([NH:22][C:23](=[O:42])[O:24][C:25]1[CH:30]=[CH:29][CH:28]=[CH:27][C:26]=1[CH2:31][CH2:32][C:33]([N:35]1[CH2:40][CH2:39][N:38]([CH3:41])[CH2:37][CH2:36]1)=[O:34])[CH2:9][CH2:10][CH2:11][CH2:12][CH2:13][CH2:14][CH2:15][CH2:16][CH2:17][CH2:18][CH2:19][CH2:20][CH3:21]. The catalyst class is: 13. (4) Reactant: O1[C:5]2([CH2:10][CH2:9][CH:8]([N:11]3[C:16](=[O:17])[C:15]([CH:18]([C:20]4[CH:25]=[CH:24][C:23]([C:26]5[C:27]([C:32]#[N:33])=[CH:28][CH:29]=[CH:30][CH:31]=5)=[CH:22][CH:21]=4)[CH3:19])=[C:14]([CH2:34][CH2:35][CH3:36])[N:13]4[N:37]=[CH:38][CH:39]=[C:12]34)[CH2:7][CH2:6]2)[O:4]CC1.Cl.[OH-].[Na+]. Product: [OH:4][C@H:5]1[CH2:6][CH2:7][C@H:8]([N:11]2[C:16](=[O:17])[C:15]([CH:18]([C:20]3[CH:25]=[CH:24][C:23]([C:26]4[C:27]([C:32]#[N:33])=[CH:28][CH:29]=[CH:30][CH:31]=4)=[CH:22][CH:21]=3)[CH3:19])=[C:14]([CH2:34][CH2:35][CH3:36])[N:13]3[N:37]=[CH:38][CH:39]=[C:12]23)[CH2:9][CH2:10]1. The catalyst class is: 54. (5) Reactant: [OH:1][C:2]1[C:3](=[O:17])[NH:4][C:5](=[O:16])[N:6]([CH2:8][CH2:9][C:10]2[CH:15]=[CH:14][CH:13]=[CH:12][CH:11]=2)[N:7]=1.[CH3:18][OH:19]. Product: [OH:1][C:2]1[C:3](=[O:17])[NH:4][C:5](=[O:16])[N:6]([CH2:8][CH2:9][C:10]2[CH:15]=[CH:14][CH:13]=[C:12]([O:19][CH3:18])[CH:11]=2)[N:7]=1. The catalyst class is: 13.